From a dataset of Reaction yield outcomes from USPTO patents with 853,638 reactions. Predict the reaction yield, written as a fraction of the theoretical maximum amount of product (1.0 means a 100% yield; for example, 0.34 means a 34% yield). (1) The reactants are CC1C=CC(S(O[CH2:12][CH:13]2[O:18][C:17]3[CH:19]=[C:20]([N+:23]([O-:25])=[O:24])[CH:21]=[CH:22][C:16]=3[O:15][CH2:14]2)(=O)=O)=CC=1.[CH2:26]([NH2:33])[C:27]1[CH:32]=[CH:31][CH:30]=[CH:29][CH:28]=1. The catalyst is CCCCCCC. The product is [CH2:26]([NH:33][CH2:12][CH:13]1[O:18][C:17]2[CH:19]=[C:20]([N+:23]([O-:25])=[O:24])[CH:21]=[CH:22][C:16]=2[O:15][CH2:14]1)[C:27]1[CH:32]=[CH:31][CH:30]=[CH:29][CH:28]=1. The yield is 1.00. (2) The reactants are [CH3:1][C:2]1[N:14]=[C:13]2[N:4]([C:5](=O)[NH:6][C:7]3[CH:8]=[CH:9][C:10]([CH3:15])=[CH:11][C:12]=32)[N:3]=1.O=P(Cl)(Cl)[Cl:19]. No catalyst specified. The product is [Cl:19][C:5]1[N:4]2[N:3]=[C:2]([CH3:1])[N:14]=[C:13]2[C:12]2[CH:11]=[C:10]([CH3:15])[CH:9]=[CH:8][C:7]=2[N:6]=1. The yield is 0.270. (3) The reactants are Br[C:2]1[CH:3]=[C:4]([C:8]2[CH:21]=[CH:20][C:19]3[C:10](=[C:11]([C:28]4[CH:33]=[CH:32][CH:31]=[CH:30][CH:29]=4)[C:12]4[C:17]([C:18]=3[C:22]3[CH:27]=[CH:26][CH:25]=[CH:24][CH:23]=3)=[CH:16][CH:15]=[CH:14][CH:13]=4)[CH:9]=2)[CH:5]=[CH:6][CH:7]=1.[CH:34]1[C:42]2[C:41]3[CH:43]=[CH:44][CH:45]=[CH:46][C:40]=3[O:39][C:38]=2[CH:37]=[CH:36][C:35]=1B(O)O.C1(C)C=CC=CC=1P(C1C=CC=CC=1C)C1C=CC=CC=1C.C(=O)([O-])[O-].[Na+].[Na+]. The catalyst is C([O-])(=O)C.[Pd+2].C([O-])(=O)C.C1(C)C=CC=CC=1.CCCCCC.C(O)C. The product is [C:28]1([C:11]2[C:12]3[C:17]([C:18]([C:22]4[CH:23]=[CH:24][CH:25]=[CH:26][CH:27]=4)=[C:19]4[C:10]=2[CH:9]=[C:8]([C:4]2[CH:5]=[C:6]([C:35]5[CH:36]=[CH:37][C:38]6[O:39][C:40]7[CH:46]=[CH:45][CH:44]=[CH:43][C:41]=7[C:42]=6[CH:34]=5)[CH:7]=[CH:2][CH:3]=2)[CH:21]=[CH:20]4)=[CH:16][CH:15]=[CH:14][CH:13]=3)[CH:33]=[CH:32][CH:31]=[CH:30][CH:29]=1. The yield is 0.290. (4) The reactants are [CH3:1][C:2]1[O:6][C:5]([CH:7]([NH2:13])[C:8]2([CH3:12])[CH2:11][O:10][CH2:9]2)=[CH:4][CH:3]=1.C([O:16][C:17]1[C:20](=[O:21])[C:19](=O)[C:18]=1[NH:23][C:24]1[C:25]([OH:40])=[C:26]([CH:37]=[CH:38][CH:39]=1)[C:27]([N:29]1[CH2:33][CH2:32][CH2:31][C@@H:30]1[C:34]([OH:36])=[O:35])=[O:28])C. The catalyst is CO.C(OCC)C. The product is [OH:40][C:25]1[C:24]([NH:23][C:18]2[C:17](=[O:16])[C:20](=[O:21])[C:19]=2[NH:13][CH:7]([C:5]2[O:6][C:2]([CH3:1])=[CH:3][CH:4]=2)[C:8]2([CH3:12])[CH2:9][O:10][CH2:11]2)=[CH:39][CH:38]=[CH:37][C:26]=1[C:27]([N:29]1[CH2:33][CH2:32][CH2:31][C@@H:30]1[C:34]([OH:36])=[O:35])=[O:28]. The yield is 0.350. (5) The reactants are [C:1]([C:3]1[S:4][C:5]2[C:11]([C:12]#[N:13])=[C:10](/[N:14]=[CH:15]/[N:16](C)C)[CH:9]=[CH:8][C:6]=2[N:7]=1)#[N:2].[F:19][C:20]1[CH:26]=[CH:25][C:23](N)=[CH:22][CH:21]=1.[K+].[Br-]. The catalyst is C(Cl)Cl.CCOC(C)=O. The product is [F:19][C:20]1[CH:26]=[CH:25][C:23]([NH:13][C:12]2[C:11]3[C:10](=[CH:9][CH:8]=[C:6]4[N:7]=[C:3]([C:1]#[N:2])[S:4][C:5]4=3)[N:14]=[CH:15][N:16]=2)=[CH:22][CH:21]=1. The yield is 0.920. (6) The reactants are [CH3:1][O:2][C:3]1[CH:4]=[CH:5][C:6]([NH:11][C:12]2[C:13]3[N:14]([CH:37]=[CH:38][N:39]=3)[N:15]=[C:16]([N:18]3[CH2:23][CH2:22][CH2:21][CH:20]([NH:24][C:25]([C:27]4[CH:36]=[CH:35][C:30]([C:31]([O:33]C)=[O:32])=[CH:29][CH:28]=4)=[O:26])[CH2:19]3)[CH:17]=2)=[N:7][C:8]=1[O:9][CH3:10].[OH-].[Na+]. The catalyst is O1CCOCC1.O. The product is [CH3:1][O:2][C:3]1[CH:4]=[CH:5][C:6]([NH:11][C:12]2[C:13]3[N:14]([CH:37]=[CH:38][N:39]=3)[N:15]=[C:16]([N:18]3[CH2:23][CH2:22][CH2:21][CH:20]([NH:24][C:25]([C:27]4[CH:36]=[CH:35][C:30]([C:31]([OH:33])=[O:32])=[CH:29][CH:28]=4)=[O:26])[CH2:19]3)[CH:17]=2)=[N:7][C:8]=1[O:9][CH3:10]. The yield is 0.310. (7) The reactants are [CH:1]1[C:14]2[C:13](=[O:15])[C:12]3[C:7](=[CH:8][CH:9]=[CH:10][CH:11]=3)[S:6][C:5]=2[CH:4]=[CH:3][CH:2]=1.[BH4-].[Na+]. The catalyst is CO. The product is [CH:11]1[C:12]2[CH:13]([OH:15])[C:14]3[C:5](=[CH:4][CH:3]=[CH:2][CH:1]=3)[S:6][C:7]=2[CH:8]=[CH:9][CH:10]=1. The yield is 0.930. (8) The reactants are C(Cl)CCl.[N:5]1([C:14]([O:16][C:17]([CH3:20])([CH3:19])[CH3:18])=[O:15])[CH2:10][CH2:9][CH:8]([C:11]([O-:13])=O)[CH2:7][CH2:6]1.Cl.[CH3:22][NH:23][O:24][CH3:25].C(N(CC)CC)C. The catalyst is CN(C1C=CN=CC=1)C.ClCCl.O. The product is [C:17]([O:16][C:14]([N:5]1[CH2:6][CH2:7][CH:8]([C:11](=[O:13])[N:23]([O:24][CH3:25])[CH3:22])[CH2:9][CH2:10]1)=[O:15])([CH3:20])([CH3:19])[CH3:18]. The yield is 0.850. (9) The reactants are [Cl:1][C:2]1[C:7]([N:8]2[CH2:13][CH2:12][N:11]3[CH2:14][CH2:15][N:16]([CH3:19])[C:17](=[O:18])[CH:10]3[CH2:9]2)=[CH:6][C:5]([C:20]#[N:21])=[CH:4][C:3]=1[NH:22]C(=O)OC(C)(C)C.C(O)(C(F)(F)F)=O. The catalyst is C(Cl)Cl. The product is [NH2:22][C:3]1[CH:4]=[C:5]([CH:6]=[C:7]([N:8]2[CH2:13][CH2:12][N:11]3[CH2:14][CH2:15][N:16]([CH3:19])[C:17](=[O:18])[CH:10]3[CH2:9]2)[C:2]=1[Cl:1])[C:20]#[N:21]. The yield is 0.770.